This data is from Reaction yield outcomes from USPTO patents with 853,638 reactions. The task is: Predict the reaction yield, written as a fraction of the theoretical maximum amount of product (1.0 means a 100% yield; for example, 0.34 means a 34% yield). (1) The reactants are [C:1]1([S:7]([N:10]2[C:18]3[C:13](=[CH:14][C:15]([CH2:20][OH:21])=[C:16]([Br:19])[CH:17]=3)[CH:12]=[CH:11]2)(=[O:9])=[O:8])[CH:6]=[CH:5][CH:4]=[CH:3][CH:2]=1.[CH3:22][O:23][C:24]([CH3:26])=[CH2:25].C(=O)([O-])[O-].[K+].[K+]. The catalyst is C1COCC1.C1(C)C=CC(S([O-])(=O)=O)=CC=1.[NH+]1C=CC=CC=1. The product is [C:1]1([S:7]([N:10]2[C:18]3[C:13](=[CH:14][C:15]([CH2:20][O:21][C:24]([O:23][CH3:22])([CH3:26])[CH3:25])=[C:16]([Br:19])[CH:17]=3)[CH:12]=[CH:11]2)(=[O:8])=[O:9])[CH:2]=[CH:3][CH:4]=[CH:5][CH:6]=1. The yield is 0.990. (2) The reactants are [N+:1]([C:4]1[CH:16]=[CH:15][C:7]2[C:8]([C:11]([O:13][CH3:14])=[O:12])=[N:9][O:10][C:6]=2[CH:5]=1)([O-])=O.[Cl-].[NH4+]. The catalyst is CO.O.[Zn]. The product is [NH2:1][C:4]1[CH:16]=[CH:15][C:7]2[C:8]([C:11]([O:13][CH3:14])=[O:12])=[N:9][O:10][C:6]=2[CH:5]=1. The yield is 0.0900. (3) The reactants are [NH:1]1[CH2:6][CH2:5][NH:4][CH2:3][CH2:2]1.[CH3:7][C:8]([O:11][C:12](O[C:12]([O:11][C:8]([CH3:10])([CH3:9])[CH3:7])=[O:13])=[O:13])([CH3:10])[CH3:9]. The catalyst is C(Cl)Cl. The product is [C:12]([N:1]1[CH2:6][CH2:5][NH:4][CH2:3][CH2:2]1)([O:11][C:8]([CH3:10])([CH3:9])[CH3:7])=[O:13]. The yield is 0.830. (4) The reactants are [C:1]1([O:8][CH3:9])[C:2](=[CH:4][CH:5]=[CH:6][CH:7]=1)[OH:3].S(C1C=CC(C)=CC=1)(OC[CH2:15][Cl:16])(=O)=O.[C:24](=O)([O-])[O-].[K+].[K+]. The catalyst is CC(=O)CC. The product is [Cl:16][CH2:15][CH2:9][O:8][C:1]1[CH:7]=[CH:6][CH:5]=[CH:4][C:2]=1[O:3][CH3:24]. The yield is 0.520. (5) The reactants are CS(O[CH:6]([CH3:48])[CH2:7][N:8]([C:13]1[C:32]([C:33]2[CH:38]=[CH:37][CH:36]=[C:35]([C:39]3[O:40][C:41]4[C:42]([N:47]=3)=[N:43][CH:44]=[CH:45][CH:46]=4)[CH:34]=2)=[CH:31][C:16]2[C:17]([C:27](=[O:30])[NH:28][CH3:29])=[C:18]([C:20]3[CH:25]=[CH:24][C:23]([F:26])=[CH:22][CH:21]=3)[O:19][C:15]=2[CH:14]=1)[S:9]([CH3:12])(=[O:11])=[O:10])(=O)=O.CCN(CC)CC.[C:56]1([NH2:62])[CH:61]=[CH:60][CH:59]=[CH:58][CH:57]=1. The catalyst is CC#N.CN(C1C=CN=CC=1)C.ClCCl. The product is [F:26][C:23]1[CH:22]=[CH:21][C:20]([C:18]2[O:19][C:15]3[CH:14]=[C:13]([N:8]([CH2:7][CH:6]([NH:62][C:56]4[CH:61]=[CH:60][CH:59]=[CH:58][CH:57]=4)[CH3:48])[S:9]([CH3:12])(=[O:10])=[O:11])[C:32]([C:33]4[CH:38]=[CH:37][CH:36]=[C:35]([C:39]5[O:40][C:41]6[C:42]([N:47]=5)=[N:43][CH:44]=[CH:45][CH:46]=6)[CH:34]=4)=[CH:31][C:16]=3[C:17]=2[C:27]([NH:28][CH3:29])=[O:30])=[CH:25][CH:24]=1. The yield is 0.300. (6) The reactants are [C:1]([C:4]1[C:5]([F:29])=[C:6]([CH:25]=[CH:26][C:27]=1[F:28])[O:7][CH:8]([C:12]1[O:13][C:14]([Cl:24])=[C:15]([C:17]2[CH:22]=[CH:21][C:20]([Cl:23])=[CH:19][CH:18]=2)[N:16]=1)[C:9](O)=[O:10])(=[O:3])[NH2:2].Cl.CN.C[CH2:34][N:35]=C=NCCCN(C)C.Cl.C1C=CC2N(O)N=NC=2C=1. The catalyst is C(Cl)Cl.CN(C1C=CN=CC=1)C.O. The product is [Cl:24][C:14]1[O:13][C:12]([CH:8]([O:7][C:6]2[C:5]([F:29])=[C:4]([C:27]([F:28])=[CH:26][CH:25]=2)[C:1]([NH2:2])=[O:3])[C:9]([NH:35][CH3:34])=[O:10])=[N:16][C:15]=1[C:17]1[CH:18]=[CH:19][C:20]([Cl:23])=[CH:21][CH:22]=1. The yield is 0.0800. (7) The product is [N:8]1([CH2:7][C:6]2[CH:5]=[C:4]([NH2:1])[CH:16]=[CH:15][CH:14]=2)[CH2:13][CH2:12][O:11][CH2:10][CH2:9]1. The reactants are [N+:1]([C:4]1[CH:5]=[C:6]([CH:14]=[CH:15][CH:16]=1)[CH2:7][N:8]1[CH2:13][CH2:12][O:11][CH2:10][CH2:9]1)([O-])=O.O.NN. The yield is 0.980. The catalyst is C1COCC1.C(O)C.[Ni]. (8) The reactants are [CH3:1][C:2]([CH3:27])([CH3:26])[CH2:3][CH2:4][N:5]1[CH2:10][CH2:9][N:8]([C:11](=[O:25])[CH2:12][CH2:13][CH2:14][C:15]2[CH:23]=[CH:22][C:18]([C:19](O)=[O:20])=[CH:17][C:16]=2[CH3:24])[CH2:7][CH2:6]1.[CH3:28][N:29]1[C:38]2[NH:37][C:36]3[CH:39]=[CH:40][CH:41]=[CH:42][C:35]=3[NH:34][CH2:33][C:32]=2[CH:31]=[N:30]1.CCN(C(C)C)C(C)C. The catalyst is ClCCl.CN(C1C=CN=CC=1)C. The product is [CH3:1][C:2]([CH3:27])([CH3:26])[CH2:3][CH2:4][N:5]1[CH2:10][CH2:9][N:8]([C:11](=[O:25])[CH2:12][CH2:13][CH2:14][C:15]2[CH:23]=[CH:22][C:18]([C:19]([N:34]3[CH2:33][C:32]4[CH:31]=[N:30][N:29]([CH3:28])[C:38]=4[NH:37][C:36]4[CH:39]=[CH:40][CH:41]=[CH:42][C:35]3=4)=[O:20])=[CH:17][C:16]=2[CH3:24])[CH2:7][CH2:6]1. The yield is 0.0500.